Dataset: Catalyst prediction with 721,799 reactions and 888 catalyst types from USPTO. Task: Predict which catalyst facilitates the given reaction. Reactant: [Br:1][C:2]1[CH:3]=[C:4]([NH2:9])[C:5]([NH2:8])=[N:6][CH:7]=1.Cl[CH2:11][CH:12]=O. Product: [Br:1][C:2]1[CH:3]=[C:4]([NH2:9])[C:5]2[N:6]([CH:11]=[CH:12][N:8]=2)[CH:7]=1. The catalyst class is: 32.